Dataset: Full USPTO retrosynthesis dataset with 1.9M reactions from patents (1976-2016). Task: Predict the reactants needed to synthesize the given product. (1) Given the product [CH3:37][O:36][C:31]1[CH:32]=[C:33]([CH:23]2[CH2:24][CH2:25][CH2:26][CH2:27][C:22]2=[O:28])[CH:34]=[CH:35][CH:30]=1, predict the reactants needed to synthesize it. The reactants are: [Li]CCCC.CCCCCC.CC1(C)CCCC(C)(C)N1.[C:22]1(=[O:28])[CH2:27][CH2:26][CH2:25][CH2:24][CH2:23]1.Cl[C:30]1[CH:35]=[CH:34][CH:33]=[CH:32][C:31]=1[O:36][CH3:37]. (2) Given the product [F:1][C:2]([F:13])([F:12])[C:3]1[CH:8]=[CH:7][C:6]([CH:15]2[C:20](=[O:21])[CH2:19][CH2:18][O:17][CH2:16]2)=[CH:5][CH:4]=1, predict the reactants needed to synthesize it. The reactants are: [F:1][C:2]([F:13])([F:12])[C:3]1[CH:8]=[CH:7][C:6](B(O)O)=[CH:5][CH:4]=1.I[CH:15]1[C:20](OC)([O:21]C)[CH2:19][CH2:18][O:17][CH2:16]1. (3) Given the product [F:1][C:2]1[C:3]([C:13]2[O:17][CH:16]=[N:15][CH:14]=2)=[CH:4][C:5]([O:11][CH3:12])=[C:6]([CH:7]=1)[NH2:8], predict the reactants needed to synthesize it. The reactants are: [F:1][C:2]1[CH:7]=[C:6]([N+:8]([O-])=O)[C:5]([O:11][CH3:12])=[CH:4][C:3]=1[C:13]1[O:17][CH:16]=[N:15][CH:14]=1. (4) Given the product [O:37]([CH2:36][CH:31]([OH:12])[CH2:34][OH:35])[C:1]1[CH:2]=[CH:3][CH:4]=[CH:5][CH:6]=1, predict the reactants needed to synthesize it. The reactants are: [C:1]1(CCCO)[CH:6]=[CH:5][CH:4]=[CH:3][CH:2]=1.C[O:12]C1C=CN=C(C2C=C(OC)C=CN=2)C=1.OCCN(CCO)[C:31]([CH2:36][OH:37])([CH2:34][OH:35])CO. (5) Given the product [NH2:37][C:38]1[C:2]2[CH:3]=[C:4]([CH2:7][N:8]3[CH2:13][CH2:12][O:11][CH2:10][CH2:9]3)[S:5][C:6]=2[C:41]([C:48]([NH2:50])=[O:49])=[CH:40][N:39]=1, predict the reactants needed to synthesize it. The reactants are: Br[C:2]1[CH:3]=[C:4]([CH2:7][N:8]2[CH2:13][CH2:12][O:11][CH2:10][CH2:9]2)[S:5][CH:6]=1.B1(B2OC(C)(C)C(C)(C)O2)OC(C)(C)C(C)(C)O1.CC([O-])=O.[K+].[NH2:37][C:38]1C2C=C(Br)SC=2[C:41]([C:48]([NH2:50])=[O:49])=[CH:40][N:39]=1.C([O-])([O-])=O.[Na+].[Na+]. (6) Given the product [C:26]([O:25][C:23]([C:22]1[CH:30]=[CH:31][C:19]([O:18][C:12]2[CH:11]=[C:10]3[C:5]([CH:6]([C:14]([O:16][CH3:17])=[O:15])[CH2:7][CH2:8][O:9]3)=[CH:4][C:3]=2[C:1]#[N:2])=[C:20]([CH3:32])[CH:21]=1)=[O:24])([CH3:29])([CH3:28])[CH3:27], predict the reactants needed to synthesize it. The reactants are: [C:1]([C:3]1[CH:4]=[C:5]2[C:10](=[CH:11][C:12]=1F)[O:9][CH2:8][CH2:7][CH:6]2[C:14]([O:16][CH3:17])=[O:15])#[N:2].[OH:18][C:19]1[CH:31]=[CH:30][C:22]([C:23]([O:25][C:26]([CH3:29])([CH3:28])[CH3:27])=[O:24])=[CH:21][C:20]=1[CH3:32].C(=O)([O-])[O-].[K+].[K+].